Dataset: Forward reaction prediction with 1.9M reactions from USPTO patents (1976-2016). Task: Predict the product of the given reaction. (1) The product is: [CH:27]1([N:7]2[CH:6]=[C:5]([C:3]([O:2][CH3:1])=[O:4])[C:14]3[C:9](=[CH:10][CH:11]=[CH:12][CH:13]=3)[C:8]2=[O:15])[CH2:31][CH2:30][CH2:29][CH2:28]1. Given the reactants [CH3:1][O:2][C:3]([C:5]1[C:14]2[C:9](=[CH:10][CH:11]=[CH:12][CH:13]=2)[C:8](=[O:15])[NH:7][CH:6]=1)=[O:4].C(=O)([O-])[O-].[K+].[K+].CN(C=O)C.[CH:27]1(I)[CH2:31][CH2:30][CH2:29][CH2:28]1, predict the reaction product. (2) Given the reactants [CH3:1][C:2]1([CH3:33])[CH2:7][NH:6][CH2:5][CH2:4][N:3]1[CH2:8][C:9]1[CH:14]=[C:13]([C:15]2[CH:20]=[CH:19][C:18]([OH:21])=[CH:17][C:16]=2[F:22])[N:12]=[C:11]2[N:23](C3CCCCO3)[N:24]=[C:25]([CH3:26])[C:10]=12.Cl, predict the reaction product. The product is: [CH3:1][C:2]1([CH3:33])[CH2:7][NH:6][CH2:5][CH2:4][N:3]1[CH2:8][C:9]1[CH:14]=[C:13]([C:15]2[CH:20]=[CH:19][C:18]([OH:21])=[CH:17][C:16]=2[F:22])[N:12]=[C:11]2[NH:23][N:24]=[C:25]([CH3:26])[C:10]=12.